Dataset: Peptide-MHC class I binding affinity with 185,985 pairs from IEDB/IMGT. Task: Regression. Given a peptide amino acid sequence and an MHC pseudo amino acid sequence, predict their binding affinity value. This is MHC class I binding data. (1) The peptide sequence is LEHGLYPQL. The MHC is HLA-A02:06 with pseudo-sequence HLA-A02:06. The binding affinity (normalized) is 0.0847. (2) The peptide sequence is TSISGVLWTV. The MHC is HLA-A02:06 with pseudo-sequence HLA-A02:06. The binding affinity (normalized) is 0.593. (3) The peptide sequence is TTFITPMLR. The MHC is HLA-A11:01 with pseudo-sequence HLA-A11:01. The binding affinity (normalized) is 0.590. (4) The peptide sequence is VLMLVAHYA. The MHC is HLA-A02:17 with pseudo-sequence HLA-A02:17. The binding affinity (normalized) is 0.123. (5) The peptide sequence is CVVYPGNGFV. The MHC is HLA-A02:01 with pseudo-sequence HLA-A02:01. The binding affinity (normalized) is 0.0644. (6) The peptide sequence is FHHRIRCKL. The MHC is HLA-A03:01 with pseudo-sequence HLA-A03:01. The binding affinity (normalized) is 0.0847. (7) The peptide sequence is FTNNEFTLS. The MHC is HLA-A02:06 with pseudo-sequence HLA-A02:06. The binding affinity (normalized) is 0.366.